Dataset: Full USPTO retrosynthesis dataset with 1.9M reactions from patents (1976-2016). Task: Predict the reactants needed to synthesize the given product. (1) Given the product [F:18][C:17]([F:20])([F:19])[C:16](=[O:21])[CH2:15][CH2:14][CH2:13][CH2:12][CH2:11][CH2:10][C:9]([NH:8][C:4]1[CH:3]=[C:2]([C:28]2[CH:29]=[CH:30][C:25]([S:24][CH3:23])=[CH:26][CH:27]=2)[CH:7]=[CH:6][CH:5]=1)=[O:22], predict the reactants needed to synthesize it. The reactants are: Br[C:2]1[CH:3]=[C:4]([NH:8][C:9](=[O:22])[CH2:10][CH2:11][CH2:12][CH2:13][CH2:14][CH2:15][C:16](=[O:21])[C:17]([F:20])([F:19])[F:18])[CH:5]=[CH:6][CH:7]=1.[CH3:23][S:24][C:25]1[CH:30]=[CH:29][C:28](B(O)O)=[CH:27][CH:26]=1.C1(C)C=CC=CC=1P(C1C=CC=CC=1C)C1C=CC=CC=1C.C([O-])([O-])=O.[Na+].[Na+].CSC1C=C(B(O)O)C=CC=1. (2) Given the product [Cl:1][C:2]1[C:9]([O:10][CH2:11][CH2:12][O:13][CH3:14])=[CH:8][CH:7]=[C:6]([F:15])[C:3]=1[C:4]([C:56]1[C:50]2[C:51](=[N:52][CH:53]=[C:48]([Cl:47])[CH:49]=2)[NH:54][CH:55]=1)=[O:5], predict the reactants needed to synthesize it. The reactants are: [Cl:1][C:2]1[C:9]([O:10][CH2:11][CH2:12][O:13][CH3:14])=[CH:8][CH:7]=[C:6]([F:15])[C:3]=1[CH:4]=[O:5].ClC1C(OCC(F)(F)F)=CC=C(Cl)C=1C(C1C2C(=NC=C(C3C=NN(C)C=3)C=2)NC=1)O.[Cl:47][C:48]1[CH:49]=[C:50]2[CH:56]=[CH:55][NH:54][C:51]2=[N:52][CH:53]=1. (3) The reactants are: [CH3:1][C:2]1[C:3]([N+:10]([O-:12])=[O:11])=[C:4]([CH:7]=[CH:8][CH:9]=1)[CH2:5][OH:6]. Given the product [CH3:1][C:2]1[C:3]([N+:10]([O-:12])=[O:11])=[C:4]([CH:7]=[CH:8][CH:9]=1)[CH:5]=[O:6], predict the reactants needed to synthesize it.